From a dataset of Forward reaction prediction with 1.9M reactions from USPTO patents (1976-2016). Predict the product of the given reaction. (1) Given the reactants [F:1][C:2]1[CH:3]=[C:4]2[NH:10][C:9](=O)O[C:6](=[O:7])[C:5]2=[CH:12][C:13]=1[I:14].C(O)(=O)C.C(N)=[NH:20], predict the reaction product. The product is: [OH:7][C:6]1[C:5]2[C:4](=[CH:3][C:2]([F:1])=[C:13]([I:14])[CH:12]=2)[N:10]=[CH:9][N:20]=1. (2) Given the reactants I[C:2]1[CH:8]=[CH:7][CH:6]=[CH:5][C:3]=1[NH2:4].[C:9]([O:13][C:14]([N:16]1[CH2:21][CH2:20][C:19](=O)[CH2:18][CH2:17]1)=[O:15])([CH3:12])([CH3:11])[CH3:10].N12CCN(CC1)CC2, predict the reaction product. The product is: [C:9]([O:13][C:14]([N:16]1[CH2:21][CH2:20][C:19]2[NH:4][C:3]3[CH:5]=[CH:6][CH:7]=[CH:8][C:2]=3[C:18]=2[CH2:17]1)=[O:15])([CH3:12])([CH3:10])[CH3:11]. (3) The product is: [Br:20][CH2:49][CH2:48][CH:33]([CH:27]1[CH2:32][CH2:31][CH2:30][CH2:29][CH2:28]1)[C:34]([NH:36][CH2:37][C:38]1[C:43]([Cl:44])=[CH:42][C:41]([O:45][CH3:46])=[CH:40][C:39]=1[Cl:47])=[O:35]. Given the reactants C1(P(C2C=CC=CC=2)C2C=CC=CC=2)C=CC=CC=1.[Br:20]Br.N1C=CN=C1.[CH:27]1([CH:33]([CH2:48][CH2:49]O)[C:34]([NH:36][CH2:37][C:38]2[C:43]([Cl:44])=[CH:42][C:41]([O:45][CH3:46])=[CH:40][C:39]=2[Cl:47])=[O:35])[CH2:32][CH2:31][CH2:30][CH2:29][CH2:28]1, predict the reaction product. (4) The product is: [CH2:1]([O:8][C:9]1[CH:18]=[C:17]2[C:12]([C:13]([Cl:24])=[CH:14][CH:15]=[N:16]2)=[CH:11][C:10]=1[O:20][CH3:21])[C:2]1[CH:7]=[CH:6][CH:5]=[CH:4][CH:3]=1. Given the reactants [CH2:1]([O:8][C:9]1[CH:18]=[C:17]2[C:12]([C:13](=O)[CH2:14][CH:15]=[N:16]2)=[CH:11][C:10]=1[O:20][CH3:21])[C:2]1[CH:7]=[CH:6][CH:5]=[CH:4][CH:3]=1.P(Cl)(Cl)([Cl:24])=O, predict the reaction product. (5) Given the reactants [CH3:1][C:2]1[CH:7]=[CH:6][C:5]([C:8]2[C:16]3[O:15][CH:14]([CH2:17][NH2:18])[CH2:13][C:12]=3[CH:11]=[CH:10][CH:9]=2)=[CH:4][CH:3]=1.C(N(C(C)C)CC)(C)C.Cl[C:29]([O:31][CH2:32][C:33]1[CH:38]=[CH:37][CH:36]=[CH:35][CH:34]=1)=[O:30].C(OC(=O)NCC1CC2C=CC=C(C3CCCC3)C=2O1)C1C=CC=CC=1, predict the reaction product. The product is: [CH3:1][C:2]1[CH:3]=[CH:4][C:5]([C:8]2[C:16]3[O:15][CH:14]([CH2:17][NH:18][C:29](=[O:30])[O:31][CH2:32][C:33]4[CH:38]=[CH:37][CH:36]=[CH:35][CH:34]=4)[CH2:13][C:12]=3[CH:11]=[CH:10][CH:9]=2)=[CH:6][CH:7]=1. (6) Given the reactants Cl[CH2:2][C:3]12[CH2:9][CH:6]([CH2:7][CH2:8]1)[CH:5]=[CH:4]2.CS(C)=O.[C-:14]#[N:15].[Na+], predict the reaction product. The product is: [C:14]([CH2:2][C:3]12[CH2:9][CH:6]([CH2:7][CH2:8]1)[CH:5]=[CH:4]2)#[N:15]. (7) The product is: [Br:16][C:17]1[CH:18]=[C:19]([C:23]2([C:7]3[CH:12]=[CH:11][N:10]=[C:9]([CH:13]4[CH2:15][CH2:14]4)[CH:8]=3)[C:31]3[C:32](=[C:33]([F:37])[CH:34]=[CH:35][CH:36]=3)[C:38]([NH2:39])=[N:24]2)[CH:20]=[CH:21][CH:22]=1. Given the reactants C([Li])(C)(C)C.Br[C:7]1[CH:12]=[CH:11][N:10]=[C:9]([CH:13]2[CH2:15][CH2:14]2)[CH:8]=1.[Br:16][C:17]1[CH:18]=[C:19]([C:23]([C:31]2[CH:36]=[CH:35][CH:34]=[C:33]([F:37])[C:32]=2[C:38]#[N:39])=[N:24]S(C(C)(C)C)=O)[CH:20]=[CH:21][CH:22]=1.Cl.CO, predict the reaction product. (8) The product is: [Br:1][C:2]1[N:7]=[C:6]([CH2:8][NH:14][CH2:13][CH2:12][O:11][CH3:10])[CH:5]=[CH:4][CH:3]=1. Given the reactants [Br:1][C:2]1[N:7]=[C:6]([CH:8]=O)[CH:5]=[CH:4][CH:3]=1.[CH3:10][O:11][CH2:12][CH2:13][NH2:14].[BH-](OC(C)=O)(OC(C)=O)OC(C)=O.[Na+], predict the reaction product. (9) Given the reactants CN.O=[C:4]1[CH2:8][CH2:7][C:6]2([CH2:13][CH2:12][CH2:11][N:10]([C:14]([O:16][C:17]([CH3:20])([CH3:19])[CH3:18])=[O:15])[CH2:9]2)[CH2:5]1.[BH3-][C:22]#[N:23].[Na+], predict the reaction product. The product is: [CH3:22][NH:23][CH:4]1[CH2:8][CH2:7][C:6]2([CH2:13][CH2:12][CH2:11][N:10]([C:14]([O:16][C:17]([CH3:20])([CH3:19])[CH3:18])=[O:15])[CH2:9]2)[CH2:5]1. (10) Given the reactants C(OC(=O)C(ON)=C([C:12]([C:14]1([O:18][CH2:19][CH2:20][OH:21])[CH2:17][CH2:16][CH2:15]1)=[NH:13])C(OCC)=O)C.[CH3:25][Si:26](C#N)([CH3:28])[CH3:27], predict the reaction product. The product is: [CH3:25][Si:26]([CH3:28])([CH3:27])[O:21][CH2:20][CH2:19][O:18][C:14]1([C:12]#[N:13])[CH2:17][CH2:16][CH2:15]1.